From a dataset of Experimentally validated miRNA-target interactions with 360,000+ pairs, plus equal number of negative samples. Binary Classification. Given a miRNA mature sequence and a target amino acid sequence, predict their likelihood of interaction. (1) The miRNA is hsa-miR-181c-3p with sequence AACCAUCGACCGUUGAGUGGAC. The protein sequence of the target gene is MWLGRRALCALVLLLACASLGLLYASTRDAPGLRLPLAPWAPPQSPRRPELPDLAPEPRYAHIPVRIKEQVVGLLAWNNCSCESSGGGLPLPFQKQVRAIDLTKAFDPAELRAASATREQEFQAFLSRSQSPADQLLIAPANSPLQYPLQGVEVQPLRSILVPGLSLQAASGQEVYQVNLTASLGTWDVAGEVTGVTLTGEGQADLTLVSPGLDQLNRQLQLVTYSSRSYQTNTADTVRFSTEGHEAAFTIRIRHPPNPRLYPPGSLPQGAQYNISALVTIATKTFLRYDRLRALITSIR.... Result: 0 (no interaction). (2) The miRNA is hsa-miR-1249-3p with sequence ACGCCCUUCCCCCCCUUCUUCA. The protein sequence of the target gene is MASGTTTTAVKIGIIGGTGLDDPEILEGRTEKYVDTPFGKPSDALILGKIKNVDCVLLARHGRQHTIMPSKVNYQANIWALKEEGCTHVIVTTACGSLREEIQPGDIVIIDQFIDRTTMRPQSFYDGSHSCARGVCHIPMAEPFCPKTREVLIETAKKLGLRCHSKGTMVTIEGPRFSSRAESFMFRTWGADVINMTTVPEVVLAKEAGICYASIAMATDYDCWKEHEEAVSVDRVLKTLKENANKAKSLLLTTIPQIGSTEWSETLHNLKNMAQFSVLLPRH. Result: 0 (no interaction). (3) Result: 0 (no interaction). The miRNA is hsa-miR-6837-3p with sequence CCUUCACUGUGACUCUGCUGCAG. The protein sequence of the target gene is MSAAGAGAGVEAGFSSEELLSLRFPLHRACRDGDLATLCSLLQQTPHAHLASEDSFYGWTPVHWAAHFGKLECLVQLVRAGATLNVSTTRYAQTPAHIAAFGGHPQCLVWLIQAGANINKPDCEGETPIHKAARSGSLECISALVANGAHVDLRNASGLTAADIAQTQGFQECAQFLLNLQNCHLNHFYNNGILNGGHQNVFPNHISVGTNRKRCLEDSEDFGVKKARTEAQSLDSAVPLTNGDTEDDADKMHVDREFAVVTDMKNSSSVSNTLTNGCVINGHLDFPSTTPLSGMESRNG.... (4) The miRNA is mmu-miR-135b-5p with sequence UAUGGCUUUUCAUUCCUAUGUGA. The protein sequence of the target gene is MKLGKVELCHFLQLIALFLCFSGMSQAELPRSRSKPYFQSGRSRTKRSWVWNQFFVLEEYMGSDPLYVGKLHSDVDKGDGSIKYILSGEGASSIFIIDENTGDIHATKRLDREEQAYYTLRAQALDRLTNKPVEPESEFVIKIQDINDNEPKFLDGPYTAGVPEMSPVGTSVVQVTATDADDPTYGNSARVVYSILQGQPYFSVEPKTGVIKTALPNMDREAKDQYLLVIQAKDMVGQNGGLSGTTSVTVTLTDVNDNPPRFPRRSYQYNVPESLPVASVVARIKAADADIGVNAEMEYK.... Result: 0 (no interaction).